Predict which catalyst facilitates the given reaction. From a dataset of Catalyst prediction with 721,799 reactions and 888 catalyst types from USPTO. (1) Reactant: [CH2:1]([O:3][C:4]1[C:5]([F:30])=[C:6]([N:11]2[CH2:20][C:19]3[C:14](=[N:15][C:16](S(C)=O)=[N:17][CH:18]=3)[N:13]([CH:24]([CH2:27][CH3:28])[CH2:25][CH3:26])[C:12]2=[O:29])[C:7]([F:10])=[CH:8][CH:9]=1)[CH3:2].[CH2:31]([N:33]([CH2:39][CH3:40])[CH2:34][CH2:35][CH2:36][CH2:37][NH2:38])[CH3:32].C(OCC)(=O)C.C(O)C.C(N(CC)CC)C. Product: [CH:24]1([N:13]2[C:14]3=[N:15][C:16]([NH:38][CH2:37][CH2:36][CH2:35][CH2:34][N:33]([CH2:39][CH3:40])[CH2:31][CH3:32])=[N:17][CH:18]=[C:19]3[CH2:20][N:11]([C:6]3[C:7]([F:10])=[CH:8][CH:9]=[C:4]([O:3][CH2:1][CH3:2])[C:5]=3[F:30])[C:12]2=[O:29])[CH2:27][CH2:28][CH2:26][CH2:25]1. The catalyst class is: 12. (2) Reactant: C([O:8][C:9]1[CH:10]=[C:11]([CH:15]2[CH2:18][C:17]3([CH2:23][CH2:22][N:21]([C:24]([O:26][C:27]([CH3:30])([CH3:29])[CH3:28])=[O:25])[CH2:20][CH2:19]3)[CH2:16]2)[CH:12]=[CH:13][CH:14]=1)C1C=CC=CC=1. Product: [OH:8][C:9]1[CH:10]=[C:11]([CH:15]2[CH2:18][C:17]3([CH2:19][CH2:20][N:21]([C:24]([O:26][C:27]([CH3:30])([CH3:29])[CH3:28])=[O:25])[CH2:22][CH2:23]3)[CH2:16]2)[CH:12]=[CH:13][CH:14]=1. The catalyst class is: 381.